This data is from Peptide-MHC class II binding affinity with 134,281 pairs from IEDB. The task is: Regression. Given a peptide amino acid sequence and an MHC pseudo amino acid sequence, predict their binding affinity value. This is MHC class II binding data. The peptide sequence is TYGDKWLDAKSTWYG. The MHC is DRB1_0301 with pseudo-sequence DRB1_0301. The binding affinity (normalized) is 0.0605.